This data is from Peptide-MHC class II binding affinity with 134,281 pairs from IEDB. The task is: Regression. Given a peptide amino acid sequence and an MHC pseudo amino acid sequence, predict their binding affinity value. This is MHC class II binding data. (1) The peptide sequence is ADVQYDLYLNVANRR. The MHC is HLA-DQA10101-DQB10501 with pseudo-sequence HLA-DQA10101-DQB10501. The binding affinity (normalized) is 0.345. (2) The peptide sequence is LSDISLKLTSGKIAS. The MHC is HLA-DPA10201-DPB11401 with pseudo-sequence HLA-DPA10201-DPB11401. The binding affinity (normalized) is 0.126. (3) The peptide sequence is EKKYFAADQFEPLAA. The MHC is HLA-DQA10101-DQB10501 with pseudo-sequence HLA-DQA10101-DQB10501. The binding affinity (normalized) is 0.340. (4) The peptide sequence is SKLAVECKSSSEIQL. The MHC is DRB1_0101 with pseudo-sequence DRB1_0101. The binding affinity (normalized) is 0.136. (5) The peptide sequence is GELQIEDKIDAAFKI. The MHC is DRB1_1201 with pseudo-sequence DRB1_1201. The binding affinity (normalized) is 0.603. (6) The peptide sequence is TALKKAITAMSEAQK. The MHC is DRB1_0301 with pseudo-sequence DRB1_0301. The binding affinity (normalized) is 0.107. (7) The peptide sequence is AMILDGDNLFPKV. The MHC is DRB3_0101 with pseudo-sequence DRB3_0101. The binding affinity (normalized) is 0.560. (8) The peptide sequence is LRRELGMFTEPTKSS. The MHC is DRB1_0101 with pseudo-sequence DRB1_0101. The binding affinity (normalized) is 0.582. (9) The peptide sequence is VHTGDQHQVGNETQG. The MHC is DRB1_0301 with pseudo-sequence DRB1_0301. The binding affinity (normalized) is 0.0153. (10) The peptide sequence is SQDLELSWNLNGLQFY. The MHC is HLA-DQA10301-DQB10302 with pseudo-sequence HLA-DQA10301-DQB10302. The binding affinity (normalized) is 0.364.